Dataset: Reaction yield outcomes from USPTO patents with 853,638 reactions. Task: Predict the reaction yield, written as a fraction of the theoretical maximum amount of product (1.0 means a 100% yield; for example, 0.34 means a 34% yield). (1) The reactants are [C:1]1([C@@H:7]([NH:10][C:11]([C:13]2[C:22]3[C:17](=[C:18]([N+:23]([O-])=O)[CH:19]=[CH:20][CH:21]=3)[C:16](=[O:26])[N:15]([C:27]3[CH:32]=[CH:31][CH:30]=[CH:29][CH:28]=3)[C:14]=2[CH3:33])=[O:12])[CH2:8][CH3:9])[CH:6]=[CH:5][CH:4]=[CH:3][CH:2]=1.O1CCCC1. The catalyst is [Zn]. The product is [C:1]1([C@@H:7]([NH:10][C:11]([C:13]2[C:22]3[C:17](=[C:18]([NH2:23])[CH:19]=[CH:20][CH:21]=3)[C:16](=[O:26])[N:15]([C:27]3[CH:32]=[CH:31][CH:30]=[CH:29][CH:28]=3)[C:14]=2[CH3:33])=[O:12])[CH2:8][CH3:9])[CH:6]=[CH:5][CH:4]=[CH:3][CH:2]=1. The yield is 0.700. (2) The reactants are C([O:3][C:4]([CH:6]1[CH2:11][N:10]([CH3:12])[CH2:9][CH2:8][N:7]1[CH3:13])=[O:5])C.[OH-].[Na+].Cl.CCOCC. The catalyst is CCO. The product is [CH3:13][N:7]1[CH2:8][CH2:9][N:10]([CH3:12])[CH2:11][CH:6]1[C:4]([OH:5])=[O:3]. The yield is 0.480. (3) The reactants are [N+:1]([C:4]1[CH:5]=[CH:6][C:7]2[O:12][C:11]([CH3:14])([CH3:13])[O:10][C:9](=[O:15])[C:8]=2[CH:16]=1)([O-])=O. The catalyst is CCO.[Pd]. The product is [NH2:1][C:4]1[CH:5]=[CH:6][C:7]2[O:12][C:11]([CH3:13])([CH3:14])[O:10][C:9](=[O:15])[C:8]=2[CH:16]=1. The yield is 0.680.